This data is from NCI-60 drug combinations with 297,098 pairs across 59 cell lines. The task is: Regression. Given two drug SMILES strings and cell line genomic features, predict the synergy score measuring deviation from expected non-interaction effect. (1) Drug 1: C1CCC(CC1)NC(=O)N(CCCl)N=O. Drug 2: C1=NC2=C(N1)C(=S)N=CN2. Cell line: DU-145. Synergy scores: CSS=18.0, Synergy_ZIP=-10.3, Synergy_Bliss=-11.8, Synergy_Loewe=-24.7, Synergy_HSA=-10.7. (2) Drug 1: C1=CN(C(=O)N=C1N)C2C(C(C(O2)CO)O)O.Cl. Drug 2: CC1=C(N=C(N=C1N)C(CC(=O)N)NCC(C(=O)N)N)C(=O)NC(C(C2=CN=CN2)OC3C(C(C(C(O3)CO)O)O)OC4C(C(C(C(O4)CO)O)OC(=O)N)O)C(=O)NC(C)C(C(C)C(=O)NC(C(C)O)C(=O)NCCC5=NC(=CS5)C6=NC(=CS6)C(=O)NCCC[S+](C)C)O. Cell line: HCT-15. Synergy scores: CSS=23.5, Synergy_ZIP=-12.7, Synergy_Bliss=-4.97, Synergy_Loewe=-2.97, Synergy_HSA=-0.578. (3) Drug 1: CC(C)(C#N)C1=CC(=CC(=C1)CN2C=NC=N2)C(C)(C)C#N. Drug 2: CC1C(C(CC(O1)OC2CC(CC3=C2C(=C4C(=C3O)C(=O)C5=CC=CC=C5C4=O)O)(C(=O)C)O)N)O. Cell line: HCT-15. Synergy scores: CSS=38.4, Synergy_ZIP=2.00, Synergy_Bliss=0.913, Synergy_Loewe=-4.14, Synergy_HSA=0.954. (4) Drug 1: CCC1(C2=C(COC1=O)C(=O)N3CC4=CC5=C(C=CC(=C5CN(C)C)O)N=C4C3=C2)O.Cl. Drug 2: CC1C(C(CC(O1)OC2CC(CC3=C2C(=C4C(=C3O)C(=O)C5=CC=CC=C5C4=O)O)(C(=O)C)O)N)O. Cell line: SF-539. Synergy scores: CSS=43.2, Synergy_ZIP=-2.33, Synergy_Bliss=-2.63, Synergy_Loewe=-4.24, Synergy_HSA=-0.533.